From a dataset of Experimentally validated miRNA-target interactions with 360,000+ pairs, plus equal number of negative samples. Binary Classification. Given a miRNA mature sequence and a target amino acid sequence, predict their likelihood of interaction. (1) The miRNA is hsa-miR-6884-5p with sequence AGAGGCUGAGAAGGUGAUGUUG. The protein sequence of the target gene is MGNSYAGQLKSTRFEEVLHNSIEASLRSNTLVPRPIFSQLYLEAEQQLSSLEGGSRADNEEEEEDGEGGLEPSSPPNAYQLPPPPEGCCTTDGFCQAGKDLRLVSISSEPIEVPAGFLLVGAKSPSLPDHLLVCAVDKRFLPDDNGHNALLGFSGNCVGCGKKGFCYFTEFSNHINLKLTTQPKKQKHLKYYLVRNAQGALTKGPLICWKGSEFRGRQNSTNTCSSSLFPPLESSGSLAAFPTEPVPGTNPSVPVGAQQAGPASDHPSVTTATGPAVFNGKDSPKHPQLVKSSLSALPRP.... Result: 0 (no interaction). (2) The miRNA is hsa-miR-335-3p with sequence UUUUUCAUUAUUGCUCCUGACC. The protein sequence of the target gene is MEPQPGGARSCRRGAPGGACELGPAAEAAPMSLAIHSTTGTRYDLAVPPDETVEGLRKRLSQRLKVPKERLALLHKDTRLSSGKLQEFGVGDGSKLTLVPTVEAGLMSQASRPEQSVMQALESLTETQVSDFLSGRSPLTLALRVGDHMMFVQLQLAAQHAPLQHRHVLAAAAAAAAARGDPSIASPVSSPCRPVSSAARVPPVPTSPSPASPSPITAGSFRSHAASTTCPEQMDCSPTASSSASPGASTTSTPGASPAPRSRKPGAVIESFVNHAPGVFSGTFSGTLHPNCQDSSGRPR.... Result: 1 (interaction). (3) The miRNA is mmu-miR-466l-5p with sequence UUGUGUGUACAUGUACAUGUAU. The protein sequence of the target gene is MRYLPWLLLWAFLQVWGQSEAQQKNYTFRCLQMSSFANRSWSRTDSVVWLGDLQTHRWSNDSATISFTKPWSQGKLSNQQWEKLQHMFQVYRVSFTRDIQELVKMMSPKEDYPIEIQLSAGCEMYPGNASESFLHVAFQGKYVVRFWGTSWQTVPGAPSWLDLPIKVLNADQGTSATVQMLLNDTCPLFVRGLLEAGKSDLEKQEKPVAWLSSVPSSADGHRQLVCHVSGFYPKPVWVMWMRGDQEQQGTHRGDFLPNADETWYLQATLDVEAGEEAGLACRVKHSSLGGQDIILYWDAR.... Result: 1 (interaction).